Dataset: Peptide-MHC class I binding affinity with 185,985 pairs from IEDB/IMGT. Task: Regression. Given a peptide amino acid sequence and an MHC pseudo amino acid sequence, predict their binding affinity value. This is MHC class I binding data. (1) The peptide sequence is YTSGGGGMW. The MHC is Mamu-B17 with pseudo-sequence Mamu-B17. The binding affinity (normalized) is 0.596. (2) The peptide sequence is KPKLARGEL. The MHC is HLA-B15:01 with pseudo-sequence HLA-B15:01. The binding affinity (normalized) is 0.0847. (3) The peptide sequence is FLPSDFFPSV. The MHC is HLA-A31:01 with pseudo-sequence HLA-A31:01. The binding affinity (normalized) is 0.0842. (4) The peptide sequence is AGLLSDHKS. The MHC is H-2-Kb with pseudo-sequence H-2-Kb. The binding affinity (normalized) is 0.265. (5) The peptide sequence is KEKDMTKEFF. The MHC is HLA-B44:03 with pseudo-sequence HLA-B44:03. The binding affinity (normalized) is 0.287. (6) The peptide sequence is HTAELLAACF. The MHC is Patr-A0301 with pseudo-sequence Patr-A0301. The binding affinity (normalized) is 0.184. (7) The peptide sequence is TSCAPMMQK. The MHC is HLA-A02:19 with pseudo-sequence HLA-A02:19. The binding affinity (normalized) is 0.0847. (8) The peptide sequence is LRCNDTNY. The MHC is HLA-B27:05 with pseudo-sequence HLA-B27:05. The binding affinity (normalized) is 0.200. (9) The peptide sequence is FSLPFPFLYKFLL. The MHC is HLA-B44:02 with pseudo-sequence HLA-B44:02. The binding affinity (normalized) is 0.